Dataset: NCI-60 drug combinations with 297,098 pairs across 59 cell lines. Task: Regression. Given two drug SMILES strings and cell line genomic features, predict the synergy score measuring deviation from expected non-interaction effect. (1) Drug 1: C1=CC(=C2C(=C1NCCNCCO)C(=O)C3=C(C=CC(=C3C2=O)O)O)NCCNCCO. Drug 2: CC1=C(C(CCC1)(C)C)C=CC(=CC=CC(=CC(=O)O)C)C. Cell line: HS 578T. Synergy scores: CSS=31.9, Synergy_ZIP=-3.76, Synergy_Bliss=-3.18, Synergy_Loewe=-3.56, Synergy_HSA=2.07. (2) Drug 1: CC1=CC2C(CCC3(C2CCC3(C(=O)C)OC(=O)C)C)C4(C1=CC(=O)CC4)C. Drug 2: CC12CCC3C(C1CCC2OP(=O)(O)O)CCC4=C3C=CC(=C4)OC(=O)N(CCCl)CCCl.[Na+]. Cell line: SK-OV-3. Synergy scores: CSS=-2.60, Synergy_ZIP=-0.835, Synergy_Bliss=-3.85, Synergy_Loewe=-5.33, Synergy_HSA=-4.23. (3) Drug 1: CC1CCC2CC(C(=CC=CC=CC(CC(C(=O)C(C(C(=CC(C(=O)CC(OC(=O)C3CCCCN3C(=O)C(=O)C1(O2)O)C(C)CC4CCC(C(C4)OC)O)C)C)O)OC)C)C)C)OC. Cell line: IGROV1. Synergy scores: CSS=4.23, Synergy_ZIP=-2.97, Synergy_Bliss=-0.575, Synergy_Loewe=-18.5, Synergy_HSA=-1.52. Drug 2: CN(C(=O)NC(C=O)C(C(C(CO)O)O)O)N=O. (4) Drug 1: CC1CCC2CC(C(=CC=CC=CC(CC(C(=O)C(C(C(=CC(C(=O)CC(OC(=O)C3CCCCN3C(=O)C(=O)C1(O2)O)C(C)CC4CCC(C(C4)OC)OCCO)C)C)O)OC)C)C)C)OC. Drug 2: CCC1(CC2CC(C3=C(CCN(C2)C1)C4=CC=CC=C4N3)(C5=C(C=C6C(=C5)C78CCN9C7C(C=CC9)(C(C(C8N6C)(C(=O)OC)O)OC(=O)C)CC)OC)C(=O)OC)O.OS(=O)(=O)O. Cell line: EKVX. Synergy scores: CSS=-1.53, Synergy_ZIP=2.37, Synergy_Bliss=2.52, Synergy_Loewe=-0.181, Synergy_HSA=-0.876. (5) Drug 1: CC1=CC=C(C=C1)C2=CC(=NN2C3=CC=C(C=C3)S(=O)(=O)N)C(F)(F)F. Drug 2: CC1C(C(CC(O1)OC2CC(CC3=C2C(=C4C(=C3O)C(=O)C5=CC=CC=C5C4=O)O)(C(=O)C)O)N)O. Cell line: HOP-92. Synergy scores: CSS=54.3, Synergy_ZIP=-7.98, Synergy_Bliss=-7.43, Synergy_Loewe=-0.721, Synergy_HSA=0.943. (6) Drug 1: CCC1=CC2CC(C3=C(CN(C2)C1)C4=CC=CC=C4N3)(C5=C(C=C6C(=C5)C78CCN9C7C(C=CC9)(C(C(C8N6C)(C(=O)OC)O)OC(=O)C)CC)OC)C(=O)OC.C(C(C(=O)O)O)(C(=O)O)O. Drug 2: CCN(CC)CCNC(=O)C1=C(NC(=C1C)C=C2C3=C(C=CC(=C3)F)NC2=O)C. Cell line: M14. Synergy scores: CSS=24.9, Synergy_ZIP=4.30, Synergy_Bliss=6.34, Synergy_Loewe=-9.65, Synergy_HSA=5.41. (7) Drug 1: C1=NNC2=C1C(=O)NC=N2. Drug 2: CC1=C(C(=O)C2=C(C1=O)N3CC4C(C3(C2COC(=O)N)OC)N4)N. Cell line: K-562. Synergy scores: CSS=26.5, Synergy_ZIP=-1.16, Synergy_Bliss=-0.581, Synergy_Loewe=-11.1, Synergy_HSA=0.691. (8) Drug 1: CC1=C(C=C(C=C1)NC2=NC=CC(=N2)N(C)C3=CC4=NN(C(=C4C=C3)C)C)S(=O)(=O)N.Cl. Drug 2: CC(C)NC(=O)C1=CC=C(C=C1)CNNC.Cl. Cell line: MDA-MB-231. Synergy scores: CSS=-3.19, Synergy_ZIP=-1.40, Synergy_Bliss=-5.11, Synergy_Loewe=-7.54, Synergy_HSA=-6.59. (9) Drug 1: CC(C1=C(C=CC(=C1Cl)F)Cl)OC2=C(N=CC(=C2)C3=CN(N=C3)C4CCNCC4)N. Drug 2: CC1CCC2CC(C(=CC=CC=CC(CC(C(=O)C(C(C(=CC(C(=O)CC(OC(=O)C3CCCCN3C(=O)C(=O)C1(O2)O)C(C)CC4CCC(C(C4)OC)O)C)C)O)OC)C)C)C)OC. Cell line: A498. Synergy scores: CSS=30.2, Synergy_ZIP=2.80, Synergy_Bliss=4.60, Synergy_Loewe=-2.59, Synergy_HSA=6.40. (10) Cell line: TK-10. Drug 1: C1=C(C(=O)NC(=O)N1)N(CCCl)CCCl. Synergy scores: CSS=2.25, Synergy_ZIP=-1.89, Synergy_Bliss=0.964, Synergy_Loewe=-7.95, Synergy_HSA=-2.02. Drug 2: C(CCl)NC(=O)N(CCCl)N=O.